This data is from Full USPTO retrosynthesis dataset with 1.9M reactions from patents (1976-2016). The task is: Predict the reactants needed to synthesize the given product. (1) The reactants are: Br[C:2]1[CH:7]=[CH:6][CH:5]=[C:4]([O:8][CH:9]([CH3:11])[CH3:10])[N:3]=1.[Li]CCCC.[CH2:17]([Sn:21](Cl)([CH2:26][CH2:27][CH2:28][CH3:29])[CH2:22][CH2:23][CH2:24][CH3:25])[CH2:18][CH2:19][CH3:20].[NH4+].[Cl-]. Given the product [CH:9]([O:8][C:4]1[CH:5]=[CH:6][CH:7]=[C:2]([Sn:21]([CH2:22][CH2:23][CH2:24][CH3:25])([CH2:26][CH2:27][CH2:28][CH3:29])[CH2:17][CH2:18][CH2:19][CH3:20])[N:3]=1)([CH3:11])[CH3:10], predict the reactants needed to synthesize it. (2) Given the product [CH2:11]([O:18][C@H:19]1[C@H:24]([O:25][CH2:26][C:27]2[CH:28]=[CH:29][CH:30]=[CH:31][CH:32]=2)[C@@H:23]([O:33][CH2:34][C:35]2[CH:40]=[CH:39][CH:38]=[CH:37][CH:36]=2)[C:22]([C:43]2[CH:48]=[CH:47][C:46]([CH3:49])=[C:45]([CH2:50][C:51]3[CH:60]=[CH:59][C:54]4[O:55][CH2:56][CH2:57][O:58][C:53]=4[CH:52]=3)[CH:44]=2)([O:41][CH3:42])[O:21][C@@H:20]1[CH:61]=[O:3])[C:12]1[CH:17]=[CH:16][CH:15]=[CH:14][CH:13]=1, predict the reactants needed to synthesize it. The reactants are: C(Cl)(=O)C(Cl)=[O:3].CS(C)=O.[CH2:11]([O:18][C@H:19]1[C@H:24]([O:25][CH2:26][C:27]2[CH:32]=[CH:31][CH:30]=[CH:29][CH:28]=2)[C@@H:23]([O:33][CH2:34][C:35]2[CH:40]=[CH:39][CH:38]=[CH:37][CH:36]=2)[C:22]([C:43]2[CH:48]=[CH:47][C:46]([CH3:49])=[C:45]([CH2:50][C:51]3[CH:60]=[CH:59][C:54]4[O:55][CH2:56][CH2:57][O:58][C:53]=4[CH:52]=3)[CH:44]=2)([O:41][CH3:42])[O:21][C@@H:20]1[CH3:61])[C:12]1[CH:17]=[CH:16][CH:15]=[CH:14][CH:13]=1.C(N(CC)CC)C.Cl. (3) Given the product [CH2:9]([O:8][CH2:7][CH2:6][CH2:5][CH2:4][CH2:3][CH2:2][Cl:1])[C:10]1[CH:15]=[CH:14][CH:13]=[CH:12][CH:11]=1, predict the reactants needed to synthesize it. The reactants are: [Cl:1][CH2:2][CH2:3][CH2:4][CH2:5][CH2:6][CH2:7][OH:8].[CH2:9](Br)[C:10]1[CH:15]=[CH:14][CH:13]=[CH:12][CH:11]=1.[H-].[Na+].